This data is from Forward reaction prediction with 1.9M reactions from USPTO patents (1976-2016). The task is: Predict the product of the given reaction. (1) The product is: [NH2:1][C:2]1[C:10]2[C:5](=[N:6][C:7]([CH3:15])=[CH:8][C:9]=2[C:11]([F:14])([F:13])[F:12])[S:4][C:3]=1[C:16]([OH:18])=[O:17]. Given the reactants [NH2:1][C:2]1[C:10]2[C:5](=[N:6][C:7]([CH3:15])=[CH:8][C:9]=2[C:11]([F:14])([F:13])[F:12])[S:4][C:3]=1[C:16]([O:18]CC)=[O:17].[OH-].[K+].CO, predict the reaction product. (2) The product is: [Cl:13][CH2:2][N:3]1[CH:7]=[CH:6][C:5]([N+:8]([O-:10])=[O:9])=[CH:4]1. Given the reactants O[CH2:2][N:3]1[CH:7]=[CH:6][C:5]([N+:8]([O-:10])=[O:9])=[CH:4]1.S(Cl)([Cl:13])=O, predict the reaction product. (3) Given the reactants [H-].[Na+].O1CCCC1.[OH:8][CH2:9][CH2:10][N:11]1[CH2:16][CH2:15][O:14][CH2:13][CH2:12]1.[CH2:17]([Sn:21]([CH2:28][CH2:29][CH2:30][CH3:31])([CH2:24][CH2:25][CH2:26][CH3:27])[CH2:22]I)[CH2:18][CH2:19][CH3:20], predict the reaction product. The product is: [CH2:17]([Sn:21]([CH2:22][O:8][CH2:9][CH2:10][N:11]1[CH2:16][CH2:15][O:14][CH2:13][CH2:12]1)([CH2:24][CH2:25][CH2:26][CH3:27])[CH2:28][CH2:29][CH2:30][CH3:31])[CH2:18][CH2:19][CH3:20]. (4) Given the reactants [C@H:1]12[CH2:8][CH2:7][CH2:6][C@H:5]1[CH2:4][NH:3][C@@H:2]2[CH2:9][NH:10][C:11]([C:13]1[N:20]2[C:16]([S:17][CH:18]=[CH:19]2)=[N:15][C:14]=1[CH3:21])=[O:12].[CH3:22][C:23]1[S:24][C:25]([C:31]2[CH:36]=[CH:35][C:34]([C:37]([F:40])([F:39])[F:38])=[CH:33][CH:32]=2)=[C:26]([C:28](O)=[O:29])[N:27]=1, predict the reaction product. The product is: [CH3:22][C:23]1[S:24][C:25]([C:31]2[CH:32]=[CH:33][C:34]([C:37]([F:40])([F:38])[F:39])=[CH:35][CH:36]=2)=[C:26]([C:28]([N:3]2[CH2:4][C@H:5]3[C@H:1]([CH2:8][CH2:7][CH2:6]3)[C@H:2]2[CH2:9][NH:10][C:11]([C:13]2[N:20]3[C:16]([S:17][CH:18]=[CH:19]3)=[N:15][C:14]=2[CH3:21])=[O:12])=[O:29])[N:27]=1. (5) Given the reactants [C:1]1([NH2:8])[CH:6]=[CH:5][CH:4]=[CH:3][C:2]=1[NH2:7].[CH2:9]([N:16]([CH2:21][C:22](O)=O)[CH2:17][C:18](O)=O)[C:10]1[CH:15]=[CH:14][CH:13]=[CH:12][CH:11]=1, predict the reaction product. The product is: [NH:7]1[C:2]2[CH:3]=[CH:4][CH:5]=[CH:6][C:1]=2[N:8]=[C:18]1[CH2:17][N:16]([CH2:21][C:22]1[NH:8][C:1]2[CH:6]=[CH:5][CH:4]=[CH:3][C:2]=2[N:7]=1)[CH2:9][C:10]1[CH:15]=[CH:14][CH:13]=[CH:12][CH:11]=1. (6) Given the reactants [CH2:1]([N:8]1[CH2:13][C@H:12]([F:14])[CH2:11][C@@H:10]([NH:15][C:16]2[C:17]3[CH:25]=[CH:24][NH:23][C:18]=3[N:19]=[C:20](Cl)[N:21]=2)[CH2:9]1)[C:2]1C=CC=C[CH:3]=1.C(N1C[C@H](F)C[C@@H](N)C1)C1C=CC=CC=1.CCN(C(C)C)C(C)C.ClC1N=C(Cl)C2C=CNC=2N=1.CCCC[OH:65], predict the reaction product. The product is: [N:19]1[C:18]2[NH:23][CH:24]=[CH:25][C:17]=2[C:16]([NH:15][C@@H:10]2[CH2:11][C@@H:12]([F:14])[CH2:13][N:8]([C:1](=[O:65])[CH:2]=[CH2:3])[CH2:9]2)=[N:21][CH:20]=1.